Predict which catalyst facilitates the given reaction. From a dataset of Catalyst prediction with 721,799 reactions and 888 catalyst types from USPTO. (1) Reactant: C([Si](C(C)C)(C(C)C)[N:5]1[C:13]2[C:8](=[CH:9][C:10]([CH2:14][O:15][Si:16]([CH:23]([CH3:25])[CH3:24])([CH:20]([CH3:22])[CH3:21])[CH:17]([CH3:19])[CH3:18])=[CH:11][CH:12]=2)[CH:7]=[CH:6]1)(C)C.C1COCC1.O.C([O-])([O-])=O.[K+].[K+]. Product: [CH:23]([Si:16]([CH:17]([CH3:19])[CH3:18])([CH:20]([CH3:22])[CH3:21])[O:15][CH2:14][C:10]1[CH:9]=[C:8]2[C:13](=[CH:12][CH:11]=1)[NH:5][CH:6]=[CH:7]2)([CH3:25])[CH3:24]. The catalyst class is: 14. (2) Reactant: [F:1][C:2]1[CH:7]=[C:6]([F:8])[CH:5]=[CH:4][C:3]=1[C@H:9]([NH:22][C:23]([C:25]1[C:26]([OH:36])=[N:27][C:28]([N:31]2[CH:35]=[CH:34][CH:33]=[N:32]2)=[N:29][CH:30]=1)=[O:24])[C:10]1[CH:15]=[CH:14][C:13]([P:16]([CH3:21])(=[O:20])[O:17]CC)=[CH:12][CH:11]=1.[OH-].[Na+]. Product: [F:1][C:2]1[CH:7]=[C:6]([F:8])[CH:5]=[CH:4][C:3]=1[C@H:9]([NH:22][C:23]([C:25]1[C:26]([OH:36])=[N:27][C:28]([N:31]2[CH:35]=[CH:34][CH:33]=[N:32]2)=[N:29][CH:30]=1)=[O:24])[C:10]1[CH:15]=[CH:14][C:13]([P:16]([CH3:21])(=[O:17])[OH:20])=[CH:12][CH:11]=1. The catalyst class is: 12. (3) Reactant: [C:1]1([CH2:7][CH2:8][CH2:9][CH2:10][CH2:11]O)[CH:6]=[CH:5][CH:4]=[CH:3][CH:2]=1.C1(P(C2C=CC=CC=2)C2C=CC=CC=2)C=CC=CC=1.[C:32]1(=[O:42])[NH:36][C:35](=[O:37])[C:34]2=[CH:38][CH:39]=[CH:40][CH:41]=[C:33]12.CCOC(/N=N/C(OCC)=O)=O. Product: [C:1]1([CH2:7][CH2:8][CH2:9][CH2:10][CH2:11][N:36]2[C:32](=[O:42])[C:33]3[C:34](=[CH:38][CH:39]=[CH:40][CH:41]=3)[C:35]2=[O:37])[CH:2]=[CH:3][CH:4]=[CH:5][CH:6]=1. The catalyst class is: 1. (4) The catalyst class is: 11. Reactant: [CH3:1][O:2][C:3](=[O:22])[CH2:4][CH2:5][CH2:6][N:7]([CH2:15][C:16]1[CH:21]=[CH:20][CH:19]=[CH:18][CH:17]=1)[CH:8]([C:10]([O:12]CC)=O)[CH3:9].CC(C)([O-])C.[K+]. Product: [CH3:1][O:2][C:3]([CH:4]1[CH2:5][CH2:6][N:7]([CH2:15][C:16]2[CH:17]=[CH:18][CH:19]=[CH:20][CH:21]=2)[CH:8]([CH3:9])[C:10]1=[O:12])=[O:22].